From a dataset of Full USPTO retrosynthesis dataset with 1.9M reactions from patents (1976-2016). Predict the reactants needed to synthesize the given product. (1) Given the product [Br:6][C:7]1[CH:8]=[C:9]([OH:13])[C:10]2[C:15]([CH3:23])([CH3:16])[CH2:17][CH2:18][C:19]([CH3:21])([CH3:20])[C:11]=2[CH:12]=1, predict the reactants needed to synthesize it. The reactants are: [Cl-].[NH4+].ClCCl.[Br:6][C:7]1[CH:8]=[C:9]([OH:13])[CH:10]=[CH:11][CH:12]=1.Cl[C:15]([CH3:23])([CH2:17][CH2:18][C:19](Cl)([CH3:21])[CH3:20])[CH3:16]. (2) Given the product [O:21]=[S:6]1(=[O:22])[CH:5]([CH2:4][CH2:3][CH2:2][N:27]2[C:23](=[O:33])[C:24]3[C:25](=[CH:29][CH:30]=[CH:31][CH:32]=3)[C:26]2=[O:28])[O:10][C:9]2[CH:11]=[CH:12][CH:13]=[CH:14][C:8]=2[N:7]1[C:15]1[CH:20]=[CH:19][CH:18]=[CH:17][CH:16]=1, predict the reactants needed to synthesize it. The reactants are: Cl[CH2:2][CH2:3][CH2:4][CH:5]1[O:10][C:9]2[CH:11]=[CH:12][CH:13]=[CH:14][C:8]=2[N:7]([C:15]2[CH:20]=[CH:19][CH:18]=[CH:17][CH:16]=2)[S:6]1(=[O:22])=[O:21].[C:23]1(=[O:33])[NH:27][C:26](=[O:28])[C:25]2=[CH:29][CH:30]=[CH:31][CH:32]=[C:24]12.[K].